Dataset: Peptide-MHC class I binding affinity with 185,985 pairs from IEDB/IMGT. Task: Regression. Given a peptide amino acid sequence and an MHC pseudo amino acid sequence, predict their binding affinity value. This is MHC class I binding data. (1) The peptide sequence is HLTRVGPYL. The MHC is HLA-A02:01 with pseudo-sequence HLA-A02:01. The binding affinity (normalized) is 0.898. (2) The peptide sequence is EEPVSLLPLS. The MHC is HLA-B40:01 with pseudo-sequence HLA-B40:01. The binding affinity (normalized) is 0.177. (3) The peptide sequence is IKVLVEHGF. The MHC is HLA-B15:03 with pseudo-sequence HLA-B15:03. The binding affinity (normalized) is 0.431. (4) The peptide sequence is FQHQNGQFI. The MHC is H-2-Kb with pseudo-sequence H-2-Kb. The binding affinity (normalized) is 0.0352. (5) The peptide sequence is EVIPYTPAM. The MHC is HLA-B44:02 with pseudo-sequence HLA-B44:02. The binding affinity (normalized) is 0.0847.